This data is from Full USPTO retrosynthesis dataset with 1.9M reactions from patents (1976-2016). The task is: Predict the reactants needed to synthesize the given product. (1) Given the product [CH:23]1([C@@H:29]([NH:31][C:11](=[O:12])[C:10]2[CH:9]=[C:8]([O:7][CH3:6])[C:16]([O:17][CH2:18][C:19]#[CH:20])=[C:15]([O:21][CH3:22])[CH:14]=2)[CH3:30])[CH2:28][CH2:27][CH2:26][CH2:25][CH2:24]1, predict the reactants needed to synthesize it. The reactants are: C1COCC1.[CH3:6][O:7][C:8]1[CH:9]=[C:10]([CH:14]=[C:15]([O:21][CH3:22])[C:16]=1[O:17][CH2:18][C:19]#[CH:20])[C:11](Cl)=[O:12].[CH:23]1([C@@H:29]([NH2:31])[CH3:30])[CH2:28][CH2:27][CH2:26][CH2:25][CH2:24]1.C(N(CC)CC)C. (2) Given the product [C:1]1([C:16]2[CH:21]=[CH:20][CH:19]=[CH:18][CH:17]=2)[CH:6]=[CH:5][C:4]([C:7]2[NH:40][C:38](=[O:39])[NH:37][CH:28]([C:27]3[CH:30]=[C:31]([N+:34]([O-:36])=[O:35])[C:32]([OH:33])=[C:25]([O:24][CH2:22][CH3:23])[CH:26]=3)[C:8]=2[C:9]2[CH:14]=[CH:13][CH:12]=[CH:11][CH:10]=2)=[CH:3][CH:2]=1, predict the reactants needed to synthesize it. The reactants are: [C:1]1([C:16]2[CH:21]=[CH:20][CH:19]=[CH:18][CH:17]=2)[CH:6]=[CH:5][C:4]([C:7](=O)[CH2:8][C:9]2[CH:14]=[CH:13][CH:12]=[CH:11][CH:10]=2)=[CH:3][CH:2]=1.[CH2:22]([O:24][C:25]1[CH:26]=[C:27]([CH:30]=[C:31]([N+:34]([O-:36])=[O:35])[C:32]=1[OH:33])[CH:28]=O)[CH3:23].[NH2:37][C:38]([NH2:40])=[O:39].Cl.